This data is from Catalyst prediction with 721,799 reactions and 888 catalyst types from USPTO. The task is: Predict which catalyst facilitates the given reaction. (1) Reactant: [CH:1]1([S:4]([C:7]2[CH:12]=[CH:11][C:10]([CH:13]([C:21]3[NH:25][C:24]([C:26]4[S:30][C:29]([CH:31]=O)=[N:28][N:27]=4)=[CH:23][CH:22]=3)[CH2:14][CH:15]3[CH2:20][CH2:19][O:18][CH2:17][CH2:16]3)=[CH:9][CH:8]=2)(=[O:6])=[O:5])[CH2:3][CH2:2]1.[NH2:33][CH2:34][CH2:35][OH:36].[BH4-].[Na+].C(=O)([O-])O.[Na+]. Product: [CH:1]1([S:4]([C:7]2[CH:12]=[CH:11][C:10]([CH:13]([C:21]3[NH:25][C:24]([C:26]4[S:30][C:29]([CH2:31][NH:33][CH2:34][CH2:35][OH:36])=[N:28][N:27]=4)=[CH:23][CH:22]=3)[CH2:14][CH:15]3[CH2:20][CH2:19][O:18][CH2:17][CH2:16]3)=[CH:9][CH:8]=2)(=[O:5])=[O:6])[CH2:2][CH2:3]1. The catalyst class is: 5. (2) Reactant: Br[C:2]1[CH:7]=[CH:6][C:5]([C:8]2[C:31](=[O:32])[N:30]([CH2:33][CH3:34])[C:11]3[N:12]=[C:13]([NH:16][C:17]4[CH:22]=[CH:21][C:20]([N:23]5[CH2:28][CH2:27][N:26]([CH3:29])[CH2:25][CH2:24]5)=[CH:19][CH:18]=4)[N:14]=[CH:15][C:10]=3[CH:9]=2)=[C:4]([Cl:35])[CH:3]=1.[S:36]1[CH:40]=[CH:39][CH:38]=[C:37]1B(O)O.[O-]P([O-])([O-])=O.[K+].[K+].[K+]. Product: [Cl:35][C:4]1[CH:3]=[C:2]([C:37]2[S:36][CH:40]=[CH:39][CH:38]=2)[CH:7]=[CH:6][C:5]=1[C:8]1[C:31](=[O:32])[N:30]([CH2:33][CH3:34])[C:11]2[N:12]=[C:13]([NH:16][C:17]3[CH:22]=[CH:21][C:20]([N:23]4[CH2:28][CH2:27][N:26]([CH3:29])[CH2:25][CH2:24]4)=[CH:19][CH:18]=3)[N:14]=[CH:15][C:10]=2[CH:9]=1. The catalyst class is: 140. (3) Reactant: [CH2:1]([CH:6]1[CH2:10][CH2:9][C:8](=[C:11]2[CH2:15][CH2:14][CH2:13][CH2:12]2)[C:7]1=[O:16])[CH2:2][CH2:3][CH2:4][CH3:5]. Product: [CH2:1]([CH:6]1[CH2:10][CH2:9][CH:8]([CH:11]2[CH2:15][CH2:14][CH2:13][CH2:12]2)[C:7]1=[O:16])[CH2:2][CH2:3][CH2:4][CH3:5]. The catalyst class is: 63. (4) Reactant: [NH2:1][C:2]1[CH:14]=[C:13]([N:15]2[CH2:20][CH2:19][N:18]([CH3:21])[CH2:17][CH2:16]2)[CH:12]=[CH:11][C:3]=1[C:4]([O:6][C:7]([CH3:10])([CH3:9])[CH3:8])=[O:5].[CH3:22][N:23]1[CH2:28][CH2:27][CH2:26][CH2:25][C:24]1=O.FC(F)(F)C(O)=O.C(O[BH-](OC(=O)C)OC(=O)C)(=O)C.[Na+].C([O-])(O)=O.[Na+]. Product: [CH3:21][N:18]1[CH2:19][CH2:20][N:15]([C:13]2[CH:12]=[CH:11][C:3]([C:4]([O:6][C:7]([CH3:10])([CH3:9])[CH3:8])=[O:5])=[C:2]([NH:1][CH:26]3[CH2:27][CH2:28][N:23]([CH3:22])[CH2:24][CH2:25]3)[CH:14]=2)[CH2:16][CH2:17]1. The catalyst class is: 12.